From a dataset of Catalyst prediction with 721,799 reactions and 888 catalyst types from USPTO. Predict which catalyst facilitates the given reaction. (1) Reactant: [CH:1]([OH:3])=O.[Br:4][C:5]1[CH:6]=[CH:7][C:8]([O:13][C@H:14]2[CH2:19][CH2:18][NH:17][CH2:16][C:15]2([F:21])[F:20])=[C:9]([CH:12]=1)[C:10]#[N:11].C(N(CC)C(C)C)(C)C.CN(C(ON1N=NC2C=CC=NC1=2)=[N+](C)C)C.F[P-](F)(F)(F)(F)F. Product: [Br:4][C:5]1[CH:6]=[CH:7][C:8]([O:13][C@H:14]2[CH2:19][CH2:18][N:17]([CH:1]=[O:3])[CH2:16][C:15]2([F:21])[F:20])=[C:9]([CH:12]=1)[C:10]#[N:11]. The catalyst class is: 9. (2) Reactant: C1(S([N:10]2[C:14]3=[N:15][CH:16]=[C:17]([S:19]([CH3:22])(=[O:21])=[O:20])[CH:18]=[C:13]3[CH:12]=[C:11]2[C:23]2[CH:28]=[CH:27][CH:26]=[CH:25][N:24]=2)(=O)=O)C=CC=CC=1.[OH-].[K+].O. Product: [CH3:22][S:19]([C:17]1[CH:18]=[C:13]2[CH:12]=[C:11]([C:23]3[CH:28]=[CH:27][CH:26]=[CH:25][N:24]=3)[NH:10][C:14]2=[N:15][CH:16]=1)(=[O:21])=[O:20]. The catalyst class is: 5. (3) Reactant: C([O:5][N:6]=[C:7]1[C:16]2[C:11](=[CH:12][CH:13]=[C:14]([OH:17])[CH:15]=2)[O:10][C:9]([C:18]2[N:23]=[CH:22][N:21]3[CH:24]=[CH:25][CH:26]=[C:20]3[CH:19]=2)=[CH:8]1)(C)(C)C.Cl.[Cl:28][CH2:29][CH2:30][CH2:31][N:32]([CH3:34])[CH3:33].Cl. Product: [CH3:33][N:32]([CH3:34])[CH2:31][CH2:30][CH2:29][O:17][C:14]1[CH:15]=[C:16]2[C:11](=[CH:12][CH:13]=1)[O:10][C:9]([C:18]1[N:23]=[CH:22][N:21]3[CH:24]=[CH:25][CH:26]=[C:20]3[CH:19]=1)=[CH:8][C:7]2=[N:6][OH:5].[ClH:28].[CH3:33][N:32]([CH3:34])[CH2:31][CH2:30][CH2:29][O:17][C:14]1[CH:15]=[C:16]2[C:11](=[CH:12][CH:13]=1)[O:10][C:9]([C:18]1[N:23]=[CH:22][N:21]3[CH:24]=[CH:25][CH:26]=[C:20]3[CH:19]=1)=[CH:8][C:7]2=[N:6][OH:5]. The catalyst class is: 32.